From a dataset of Forward reaction prediction with 1.9M reactions from USPTO patents (1976-2016). Predict the product of the given reaction. (1) Given the reactants O[C:2]1([C:25]2[CH:30]=[CH:29][CH:28]=[CH:27][C:26]=2[O:31][CH3:32])[C:10]2[C:5](=[CH:6][CH:7]=[CH:8][CH:9]=2)[C:4]([C:11]2[CH:16]=[CH:15][C:14]3[O:17][CH2:18][O:19][C:13]=3[CH:12]=2)=[C:3]1[C:20]([O:22]CC)=[O:21].C([SiH](CC)CC)C.B(F)(F)F.CCOCC.Cl, predict the reaction product. The product is: [CH3:32][O:31][C:26]1[CH:27]=[CH:28][CH:29]=[CH:30][C:25]=1[CH:2]1[C:10]2[C:5](=[CH:6][CH:7]=[CH:8][CH:9]=2)[CH:4]([C:11]2[CH:16]=[CH:15][C:14]3[O:17][CH2:18][O:19][C:13]=3[CH:12]=2)[CH:3]1[C:20]([OH:22])=[O:21]. (2) Given the reactants [NH:1]1[C:5]2[CH:6]=[CH:7][CH:8]=[CH:9][C:4]=2[N:3]=[C:2]1[C:10]1[CH:11]=[C:12]([NH:17][C:18](=[O:34])[C:19]2[CH:24]=[CH:23][C:22]([N:25]3[CH2:30][C@@H:29]([CH3:31])[O:28][C@@H:27]([CH3:32])[CH2:26]3)=[CH:21][C:20]=2[NH2:33])[CH:13]=[CH:14][C:15]=1[Cl:16].[CH:35](OCC)(OCC)OCC.N1C2C=CC=CC=2N=C1C1C=C(N2C(=O)C3C(=CC(C4C=CC(C(F)(F)F)=CC=4)=CC=3)N=C2)C=CC=1Cl, predict the reaction product. The product is: [NH:1]1[C:5]2[CH:6]=[CH:7][CH:8]=[CH:9][C:4]=2[N:3]=[C:2]1[C:10]1[CH:11]=[C:12]([N:17]2[C:18](=[O:34])[C:19]3[C:20](=[CH:21][C:22]([N:25]4[CH2:26][C@@H:27]([CH3:32])[O:28][C@@H:29]([CH3:31])[CH2:30]4)=[CH:23][CH:24]=3)[N:33]=[CH:35]2)[CH:13]=[CH:14][C:15]=1[Cl:16].